This data is from Peptide-MHC class II binding affinity with 134,281 pairs from IEDB. The task is: Regression. Given a peptide amino acid sequence and an MHC pseudo amino acid sequence, predict their binding affinity value. This is MHC class II binding data. (1) The peptide sequence is GELQIVDKIDNAFKI. The MHC is DRB1_1501 with pseudo-sequence DRB1_1501. The binding affinity (normalized) is 0.545. (2) The peptide sequence is SVYLSDNGVMSEQGS. The MHC is DRB1_0405 with pseudo-sequence DRB1_0405. The binding affinity (normalized) is 0.751. (3) The MHC is HLA-DQA10501-DQB10301 with pseudo-sequence HLA-DQA10501-DQB10301. The binding affinity (normalized) is 0.745. The peptide sequence is DVKFPGGGHIVGGVY. (4) The peptide sequence is QSAVVCGRRHSVRIR. The MHC is DRB1_1201 with pseudo-sequence DRB1_1201. The binding affinity (normalized) is 0.415.